Dataset: Forward reaction prediction with 1.9M reactions from USPTO patents (1976-2016). Task: Predict the product of the given reaction. Given the reactants [C:1]1([C:7]2[C:16]3[C:11](=[C:12]([C:17]([F:20])([F:19])[F:18])[CH:13]=[CH:14][CH:15]=3)[N:10]=[CH:9][C:8]=2[C:21]([OH:23])=O)[CH:6]=[CH:5][CH:4]=[CH:3][CH:2]=1.[NH2:24][C:25]1[CH:30]=[CH:29][C:28]([CH3:31])=[CH:27][CH:26]=1.CCN=C=NCCCN(C)C.Cl.Cl, predict the reaction product. The product is: [CH3:31][C:28]1[CH:29]=[CH:30][C:25]([NH:24][C:21]([C:8]2[CH:9]=[N:10][C:11]3[C:16]([C:7]=2[C:1]2[CH:2]=[CH:3][CH:4]=[CH:5][CH:6]=2)=[CH:15][CH:14]=[CH:13][C:12]=3[C:17]([F:18])([F:19])[F:20])=[O:23])=[CH:26][CH:27]=1.